Dataset: Reaction yield outcomes from USPTO patents with 853,638 reactions. Task: Predict the reaction yield, written as a fraction of the theoretical maximum amount of product (1.0 means a 100% yield; for example, 0.34 means a 34% yield). (1) The reactants are I[C:2]1[CH:7]=[CH:6][N:5]=[C:4]2[N:8]([C:11]3[CH:12]=[C:13]([S:17]([NH2:20])(=[O:19])=[O:18])[CH:14]=[CH:15][CH:16]=3)[N:9]=[CH:10][C:3]=12.[NH2:21][C:22]1[CH:27]=[CH:26][N:25]=[CH:24][C:23]=1B(O)O.C(=O)([O-])[O-].[Na+].[Na+]. The catalyst is C1C=CC([P]([Pd]([P](C2C=CC=CC=2)(C2C=CC=CC=2)C2C=CC=CC=2)([P](C2C=CC=CC=2)(C2C=CC=CC=2)C2C=CC=CC=2)[P](C2C=CC=CC=2)(C2C=CC=CC=2)C2C=CC=CC=2)(C2C=CC=CC=2)C2C=CC=CC=2)=CC=1.CCO.COCCOC.O. The product is [NH2:21][C:22]1[CH:27]=[CH:26][N:25]=[CH:24][C:23]=1[C:2]1[CH:7]=[CH:6][N:5]=[C:4]2[N:8]([C:11]3[CH:12]=[C:13]([S:17]([NH2:20])(=[O:19])=[O:18])[CH:14]=[CH:15][CH:16]=3)[N:9]=[CH:10][C:3]=12. The yield is 0.323. (2) The reactants are [CH3:1][C:2]1[O:6][C:5]([C:7]2[CH:22]=[CH:21][C:10]([C:11]([NH:13][CH2:14][C:15]3[CH:16]=[N:17][CH:18]=[CH:19][CH:20]=3)=[O:12])=[CH:9][CH:8]=2)=[N:4][C:3]=1[CH2:23][S:24]([CH:27]1[CH2:32][CH2:31][NH:30][CH2:29][CH2:28]1)(=[O:26])=[O:25].[C:33]1(=O)[CH2:37][CH2:36][CH2:35][CH2:34]1.C(O)(=O)C.C(O[BH-](OC(=O)C)OC(=O)C)(=O)C.[Na+]. The catalyst is ClCCCl. The product is [CH:33]1([N:30]2[CH2:29][CH2:28][CH:27]([S:24]([CH2:23][C:3]3[N:4]=[C:5]([C:7]4[CH:8]=[CH:9][C:10]([C:11]([NH:13][CH2:14][C:15]5[CH:16]=[N:17][CH:18]=[CH:19][CH:20]=5)=[O:12])=[CH:21][CH:22]=4)[O:6][C:2]=3[CH3:1])(=[O:25])=[O:26])[CH2:32][CH2:31]2)[CH2:37][CH2:36][CH2:35][CH2:34]1. The yield is 0.700. (3) The yield is 0.720. The catalyst is COCCOC.C1C=CC([P]([Pd]([P](C2C=CC=CC=2)(C2C=CC=CC=2)C2C=CC=CC=2)([P](C2C=CC=CC=2)(C2C=CC=CC=2)C2C=CC=CC=2)[P](C2C=CC=CC=2)(C2C=CC=CC=2)C2C=CC=CC=2)(C2C=CC=CC=2)C2C=CC=CC=2)=CC=1. The product is [C:21]([Si:18]([CH3:20])([CH3:19])[O:17][CH2:16][CH2:15][N:12]1[CH2:13][CH2:14][N:9]([CH2:8][C:6]2[CH:5]=[CH:4][C:3]([NH2:25])=[C:2]([C:32]3[CH2:33][CH2:34][C:29]([CH3:44])([CH3:28])[CH2:30][CH:31]=3)[CH:7]=2)[CH2:10][CH2:11]1)([CH3:24])([CH3:23])[CH3:22]. The reactants are Br[C:2]1[CH:7]=[C:6]([CH2:8][N:9]2[CH2:14][CH2:13][N:12]([CH2:15][CH2:16][O:17][Si:18]([C:21]([CH3:24])([CH3:23])[CH3:22])([CH3:20])[CH3:19])[CH2:11][CH2:10]2)[CH:5]=[CH:4][C:3]=1[NH2:25].[Li+].[Cl-].[CH3:28][C:29]1([CH3:44])[CH2:34][CH2:33][C:32](B2OC(C)(C)C(C)(C)O2)=[CH:31][CH2:30]1.C([O-])([O-])=O.[Na+].[Na+]. (4) The reactants are [NH:1]([C:3]1[CH:4]=[C:5]2[C:10](=[CH:11][CH:12]=1)[C:9]([S:13]([OH:16])(=[O:15])=[O:14])=[CH:8][C:7]([S:17]([OH:20])(=[O:19])=[O:18])=[CH:6]2)N.[CH3:21][CH:22]([C:31](=O)[CH3:32])[CH2:23][CH2:24][CH2:25][CH2:26][CH2:27][C:28]([OH:30])=[O:29].C([O-])(=O)C.[K+].C(O)(=O)C. The catalyst is CCOCC. The product is [CH3:21][C:22]1([CH2:23][CH2:24][CH2:25][CH2:26][CH2:27][C:28]([OH:30])=[O:29])[C:4]2[C:5]3[CH:6]=[C:7]([S:17]([OH:20])(=[O:19])=[O:18])[CH:8]=[C:9]([S:13]([OH:16])(=[O:15])=[O:14])[C:10]=3[CH:11]=[CH:12][C:3]=2[N:1]=[C:31]1[CH3:32]. The yield is 0.350.